Dataset: Forward reaction prediction with 1.9M reactions from USPTO patents (1976-2016). Task: Predict the product of the given reaction. (1) The product is: [F:8][C:5]1[CH:4]=[CH:3][C:2]([C:9]2[CH:14]=[CH:13][CH:12]=[CH:11][CH:10]=2)=[CH:7][N:6]=1. Given the reactants Br[C:2]1[CH:3]=[CH:4][C:5]([F:8])=[N:6][CH:7]=1.[C:9]1(B(O)O)[CH:14]=[CH:13][CH:12]=[CH:11][CH:10]=1.C(=O)([O-])[O-].[Na+].[Na+], predict the reaction product. (2) Given the reactants [Cl:1][C:2]1[CH:7]=[C:6]([Cl:8])[CH:5]=[CH:4][C:3]=1[C@@:9]1([CH2:32][N:33]2[CH:37]=[CH:36][N:35]=[CH:34]2)[O:13][C@H:12]([CH2:14][O:15][C:16]2[CH:21]=[CH:20][C:19]([N:22]3[CH2:27][CH2:26][N:25]([S:28]([CH3:31])(=[O:30])=[O:29])[CH2:24][CH2:23]3)=[CH:18][CH:17]=2)[CH2:11][O:10]1.Cl[C:39]1C=C(Cl)C=C[C:40]=1[C@]1(CN2C=CN=C2)O[C@@H](COC2C=CC(N3CCNCC3)=CC=2)CO1.ClC1C=C(Cl)C=CC=1[C@@]1(CN2C=CN=C2)O[C@H](COC2C=CC(N3CCNCC3)=CC=2)CO1.C1(S(Cl)(=O)=O)CC1.CS(Cl)(=O)=O, predict the reaction product. The product is: [CH:31]1([S:28]([N:25]2[CH2:26][CH2:27][N:22]([C:19]3[CH:20]=[CH:21][C:16]([O:15][CH2:14][C@H:12]4[CH2:11][O:10][C@@:9]([C:3]5[CH:4]=[CH:5][C:6]([Cl:8])=[CH:7][C:2]=5[Cl:1])([CH2:32][N:33]5[CH:37]=[CH:36][N:35]=[CH:34]5)[O:13]4)=[CH:17][CH:18]=3)[CH2:23][CH2:24]2)(=[O:30])=[O:29])[CH2:40][CH2:39]1. (3) Given the reactants C([N:8]([CH2:16][C@@H:17]1[O:21][C:20](=[O:22])[N:19]([C:23]2[CH:28]=[CH:27][C:26]([N:29]3[CH2:34][CH2:33][O:32][CH2:31][CH2:30]3)=[C:25]([F:35])[CH:24]=2)[CH2:18]1)CC1C=CC=CC=1)C1C=CC=CC=1.CCOCC.N#N.C(O)=O, predict the reaction product. The product is: [NH2:8][CH2:16][C@@H:17]1[O:21][C:20](=[O:22])[N:19]([C:23]2[CH:28]=[CH:27][C:26]([N:29]3[CH2:30][CH2:31][O:32][CH2:33][CH2:34]3)=[C:25]([F:35])[CH:24]=2)[CH2:18]1. (4) The product is: [Br:1][C:2]1[C:8]([Br:9])=[C:7]([O:10][CH3:11])[C:6]([Br:12])=[CH:5][C:3]=1[NH:4][C:19]([NH:18][C:16](=[O:17])[O:15][CH2:13][CH3:14])=[S:20]. Given the reactants [Br:1][C:2]1[C:8]([Br:9])=[C:7]([O:10][CH3:11])[C:6]([Br:12])=[CH:5][C:3]=1[NH2:4].[CH2:13]([O:15][C:16]([N:18]=[C:19]=[S:20])=[O:17])[CH3:14], predict the reaction product.